Task: Binary Classification. Given a drug SMILES string, predict its activity (active/inactive) in a high-throughput screening assay against a specified biological target.. Dataset: HIV replication inhibition screening data with 41,000+ compounds from the AIDS Antiviral Screen (1) The molecule is C=CCCOC(=O)CO[N+](=O)[O-]. The result is 0 (inactive). (2) The result is 0 (inactive). The compound is CC(=O)OC1CC(C)C2CC2C2=C(C(O)OC2O)C1C(C)CCC=C(C)C. (3) The drug is O=C1C2ON=C(c3ccccn3)C2C(=O)N1c1ccc(Cc2ccc(N3C(=O)C4ON=C(c5ccccn5)C4C3=O)cc2)cc1. The result is 0 (inactive). (4) The drug is Cc1ccc2c(c1C)CC1(Cc3c(C)ccc(C)c3C1=O)C2=O. The result is 0 (inactive). (5) The compound is O=[N+]([O-])c1ccc(NC(=S)Nc2ccccn2)cc1. The result is 0 (inactive). (6) The compound is COc1cc(C=CC=C2CC(C)CC(=CC=Cc3ccc(O)c(OC)c3)C2=O)ccc1O. The result is 0 (inactive). (7) The compound is O=C(c1ccccc1)N1OC2C=CC1CC2. The result is 0 (inactive).